Dataset: Drug-target binding data from BindingDB using Ki measurements. Task: Regression. Given a target protein amino acid sequence and a drug SMILES string, predict the binding affinity score between them. We predict pKi (pKi = -log10(Ki in M); higher means stronger inhibition). Dataset: bindingdb_ki. (1) The drug is CN1C(=O)C(C)(C)N=C1c1ccc(C#Cc2cccc(F)c2)cn1. The target protein sequence is MVLLLILSVLLLKEDVRGSAQSSERRVVAHMPGDIIIGALFSVHHQPTVDKVHERKCGAVREQYGIQRVEAMLHTLERINSDPTLLPNITLGCEIRDSCWHSAVALEQSIEFIRDSLISSEEEEGLVRCVDGSSSFRSKKPIVGVIGPGSSSVAIQVQNLLQLFNIPQIAYSATSMDLSDKTLFKYFMRVVPSDAQQARAMVDIVKRYNWTYVSAVHTEGNYGESGMEAFKDMSAKEGICIAHSYKIYSNAGEQSFDKLLKKLRSHLPKARVVACFCEGMTVRGLLMAMRRLGLAGEFLLLGSDGWADRYDVTDGYQREAVGGITIKLQSPDVKWFDDYYLKLRPETNLRNPWFQEFWQHRFQCRLEGFAQENSKYNKTCNSSLTLRTHHVQDSKMGFVINAIYSMAYGLHNMQMSLCPGYAGLCDAMKPIDGRKLLDSLMKTNFTGVSGDMILFDENGDSPGRYEIMNFKEMGKDYFDYINVGSWDNGELKMDDDEVWS.... The pKi is 7.7. (2) The drug is Cc1ccc(S(=O)(=O)N(CC(C)C)[C@@H](CCCCNC(=O)OCC2c3ccccc3-c3ccccc32)C(=O)NO)cc1. The target protein sequence is PQITLWQRPLVTIKIGGQLKEALLDTGADDTVLEEMSLPGRWKPKMIGGIGGFIKVRQYDQILIEICGHKAIGTVLVGPTPVNIIGRNLLTQIGCTLNF. The pKi is 6.6. (3) The drug is CCN(CC)C(=O)[C@@H]1C=C2c3cccc4[nH]cc(c34)C[C@H]2N(C)C1. The target protein (P11614) has sequence MSPPNQSLEGLLQEASNRSLNATETPEAWGPETLQALKISLALLLSIITMATALSNAFVLTTIFLTRKLHTPANYLIGSLAMTDLLVSILVMPISIAYTTTRTWSFGQILCDIWLSSDITCCTASILHLCVIALDRYWAITDALEYSKRRTAGRAAVMIATVWVISICISIPPLFWRQAKAQEDMSDCQVNTSQISYTIYSTCGAFYIPSVLLIILYGRIYVAARNRILNPPSLYGKRFTTAQLITGSAGSSLCSLSPSLQEERSHAAGPPLFFNHVQVKLAEGVLERKRISAARERKATKTLGIILGAFIVCWLPFFVASLVLPICRASCWLHPALFDFFTWLGYLNSLINPIIYTVFNEEFRQAFQRVVHVRKAS. The pKi is 7.9. (4) The small molecule is COC(=O)CCCCCP(O)(O)=S. The target protein (P03772) has sequence MRYYEKIDGSKYRNIWVVGDLHGCYTNLMNKLDTIGFDNKKDLLISVGDLVDRGAENVECLELITFPWFRAVRGNHEQMMIDGLSERGNVNHWLLNGGGWFFNLDYDKEILAKALAHKADELPLIIELVSKDKKYVICHADYPFDEYEFGKPVDHQQVIWNRERISNSQNGIVKEIKGADTFIFGHTPAVKPLKFANQMYIDTGAVFCGNLTLIQVQGEGA. The pKi is 3.0. (5) The target protein (P49218) has sequence CYICHSLKYDRIYSNKNSLCYVFLIWTLTLIAIMPNLQTGTLQYDPRIYSCTFTQSVSSAYTIALVVFHFVVPMIIVTFCYLRIWILVLQVRRRVKPDSKPKLKPQDFRNFVTMFVVFVLFALCWAPLNFIGLIVASDPATMAPRIPEWLFVASYY. The pKi is 5.0. The small molecule is CC(C)(C)c1ccc(NC(=O)N2CCN(c3ncccc3Cl)CC2)cc1. (6) The small molecule is CSCC[C@H](NC(=O)[C@@H]1CCCN1C(=O)CNC(=O)[C@H](CCCCN)NC(=O)[C@H](Cc1cnc[nH]1)NC(=O)[C@H](CO)NC(=O)[C@H](CC(C)C)NC(=O)[C@H](CCCNC(=N)N)NC(=O)[C@@H]1CCCN1C(=O)[C@H](CCCNC(=N)N)NC(=O)[C@H](CCC(N)=O)NC(=O)[C@H](CCCNC(=N)N)NC(=O)[C@H](CCCNC(=N)N)NC(=O)[C@H](Cc1ccccc1)NC(=O)[C@@H](N)CCCCN)C(=O)N1CCC[C@H]1C(=O)N[C@@H](Cc1ccccc1)C(=O)O. The target protein (Q9JHG3) has sequence MEDDGYNYYGADNQSECDYADWTPSGALIPAIYILVFLLGTTGNGLVLWTVFWSSREKRRSADIFIASLAVADLTFVVTLPLWATYTYREFDWPFGTFSCKLSSYLIFVNMYASVFCLTGLSFDRYLAIVRPVANARLRLRVSGAVATAVLWVLAALLAVPVMVFRSTDIPENSTKTQCYMDYSMVATSNSEWAWEVGLGVSSTAVGFVVPFIIMLTCYFFIAQTIAGHFRKERIEGLRKRRRLLSIIVVLVVTFALCWMPYHLVKTLYMLGNLLHWPCDFDSFLMNVFPYCTCISYVNSCLNPFLYAFFDPRFRRACTSMLCCDQSGCKGSPHSSSAEKSASYSSGHSQGPGPNMCKGGEPMHEKSIPYSQETLVD. The pKi is 9.8. (7) The compound is CC(C)(C)c1ccc(NC(=O)N2CCN(c3ncccc3Cl)CC2)cc1. The target protein (P70606) has sequence MSSRSHNGSVGRPLGSGPGFLGWEPVDPEAGRPRQPTQGPGLQMMAKGQPAGLSPSGPRGHSQAQEEEEEEEDEDRPGSGKPPTVSHRLGHRRALFEKRKRLSDYALIFGMFGIVVMVTETELSWGVYTKESLCSFALKCLISLSTVILLGLVILYHAREIQLFLVDNGADDWRIAMTWERVSLISLELAVCAIHPVPGHYRFTWTARLAFSLVPSAAEADVDVLLSIPMFLRLYLLARVMLLHSRIFTDASSRSIGALNRVTFNTRFVTKTLMTICPGTVLLVFSISSWIVAAWTVRVCERYHDKQEVTSNFLGAMWLISITFLSIGYGDMVPHTYCGKGVCLLTGIMGAGCTALVVAVVARKLELTKAEKHVHNFMMDTQLTKRVKNAAANVLRETWLIYKHTRLVKKPDQSRVRKHQRKFLQAIHQAQKLRTVKIEQGKVNDQANTLADLAKAQSIAYEVVSELQAQQEELEARLAALESRLDVLGASLQALPSLIA.... The pKi is 5.0. (8) The pKi is 8.3. The target protein (P23492) has sequence MENEFTYEDYETTAKWLLQHTEYRPQVAVICGSGLGGLTAHLKEAQIFDYNEIPNFPQSTVQGHAGRLVFGLLNGRCCVMMQGRFHMYEGYSLSKVTFPVRVFHLLGVETLVVTNAAGGLNPNFEVGDIMLIRDHINLPGFCGQNPLRGPNDERFGVRFPAMSDAYDRDMRQKAFTAWKQMGEQRKLQEGTYVMLAGPNFETVAESRLLKMLGADAVGMSTVPEVIVARHCGLRVFGFSLITNKVVMDYENLEKANHMEVLDAGKAAAQTLERFVSILMESIPLPDRGS. The compound is N#CCC(c1cccc(Cl)c1)c1c[nH]c2c(=O)[nH]c(N)nc12.